Dataset: Catalyst prediction with 721,799 reactions and 888 catalyst types from USPTO. Task: Predict which catalyst facilitates the given reaction. (1) Reactant: [Cl:1][C:2]1[CH:7]=[CH:6][C:5]([C:8]2[N:12]([CH2:13][CH3:14])[C:11]([C:15]([C:24]3[CH:29]=[CH:28][CH:27]=[C:26]([F:30])[CH:25]=3)([C:17]3[CH:22]=[CH:21][CH:20]=[C:19]([F:23])[CH:18]=3)O)=[N:10][C:9]=2[C:31]2[CH:36]=[CH:35][N:34]=[CH:33][CH:32]=2)=[CH:4][CH:3]=1.C([SiH](CC)CC)C. Product: [F:23][C:19]1[CH:18]=[C:17]([CH:15]([C:24]2[CH:29]=[CH:28][CH:27]=[C:26]([F:30])[CH:25]=2)[C:11]2[N:12]([CH2:13][CH3:14])[C:8]([C:5]3[CH:6]=[CH:7][C:2]([Cl:1])=[CH:3][CH:4]=3)=[C:9]([C:31]3[CH:36]=[CH:35][N:34]=[CH:33][CH:32]=3)[N:10]=2)[CH:22]=[CH:21][CH:20]=1. The catalyst class is: 55. (2) Reactant: [Cl:1][C:2]1[CH:3]=[C:4]2[C:8](=[CH:9][CH:10]=1)[N:7]([CH2:11][CH2:12][CH2:13][S:14]([CH3:17])(=[NH:16])=[O:15])[C:6]([CH2:18]O)=[CH:5]2.S(Cl)([Cl:22])=O. Product: [Cl:1][C:2]1[CH:3]=[C:4]2[C:8](=[CH:9][CH:10]=1)[N:7]([CH2:11][CH2:12][CH2:13][S:14]([CH3:17])(=[NH:16])=[O:15])[C:6]([CH2:18][Cl:22])=[CH:5]2. The catalyst class is: 4. (3) Reactant: [F:1][C:2]1[CH:3]=[CH:4][CH:5]=[C:6]2[C:11]=1[NH:10][C:9](=[O:12])[CH2:8][CH2:7]2.[Br:13]N1C(=O)CCC1=O. Product: [Br:13][C:4]1[CH:5]=[C:6]2[C:11](=[C:2]([F:1])[CH:3]=1)[NH:10][C:9](=[O:12])[CH2:8][CH2:7]2. The catalyst class is: 9. (4) Reactant: [Br:1][N:2]1[C:6](=O)[CH2:5][CH2:4][C:3]1=[O:8].[O:9]1C2N=CCC(=O)[C:12]=2[CH:11]=[CH:10]1.CO. Product: [Br:1][N:2]1[C:6]2[O:8][CH:3]=[CH:4][C:5]=2[C:10](=[O:9])[CH2:11][CH2:12]1. The catalyst class is: 10. (5) Reactant: [F:1][CH:2]([F:31])[C:3]1[N:7]([C:8]2[N:13]=[C:12]([N:14]3[CH2:17][C:16]4([CH2:20][NH:19][CH2:18]4)[CH2:15]3)[N:11]=[C:10]([N:21]3[CH2:26][CH2:25][O:24][CH2:23][CH2:22]3)[N:9]=2)[C:6]2[CH:27]=[CH:28][CH:29]=[CH:30][C:5]=2[N:4]=1.C(N(C(C)C)CC)(C)C.[C:41](O[C:41](=[O:44])[CH:42]=[CH2:43])(=[O:44])[CH:42]=[CH2:43]. Product: [F:31][CH:2]([F:1])[C:3]1[N:7]([C:8]2[N:9]=[C:10]([N:21]3[CH2:22][CH2:23][O:24][CH2:25][CH2:26]3)[N:11]=[C:12]([N:14]3[CH2:17][C:16]4([CH2:20][N:19]([C:41](=[O:44])[CH:42]=[CH2:43])[CH2:18]4)[CH2:15]3)[N:13]=2)[C:6]2[CH:27]=[CH:28][CH:29]=[CH:30][C:5]=2[N:4]=1. The catalyst class is: 2. (6) Reactant: [C:1]12([C:11]3[CH:21]=[CH:20][C:14]([O:15][CH2:16][C:17](O)=[O:18])=[CH:13][CH:12]=3)[CH2:10][CH:5]3[CH2:6][CH:7]([CH2:9][CH:3]([CH2:4]3)[CH2:2]1)[CH2:8]2.[NH2:22][C:23]1[CH:24]=[C:25]([CH:29]=[CH:30][CH:31]=1)[C:26]([NH2:28])=[O:27].C1C=CC2N(O)N=NC=2C=1.CCN(C(C)C)C(C)C. Product: [C:1]12([C:11]3[CH:21]=[CH:20][C:14]([O:15][CH2:16][C:17]([NH:22][C:23]4[CH:24]=[C:25]([CH:29]=[CH:30][CH:31]=4)[C:26]([NH2:28])=[O:27])=[O:18])=[CH:13][CH:12]=3)[CH2:2][CH:3]3[CH2:9][CH:7]([CH2:6][CH:5]([CH2:4]3)[CH2:10]1)[CH2:8]2. The catalyst class is: 3. (7) Reactant: [Cl:1][C:2]1[CH:7]=[CH:6][C:5]([C:8](=[CH2:21])[CH2:9][C:10]([OH:20])([C:16]([F:19])([F:18])[F:17])[C:11](OCC)=[O:12])=[C:4]([O:22][CH3:23])[C:3]=1[F:24].[H-].[Al+3].[Li+].[H-].[H-].[H-].[Cl-].[NH4+].C(O)(=O)C(C(C(O)=O)O)O. Product: [Cl:1][C:2]1[CH:7]=[CH:6][C:5]([C:8](=[CH2:21])[CH2:9][C:10]([OH:20])([C:16]([F:19])([F:18])[F:17])[CH:11]=[O:12])=[C:4]([O:22][CH3:23])[C:3]=1[F:24]. The catalyst class is: 27. (8) Reactant: [NH2:1][C:2]1[CH:3]=[C:4]2[C:20](=[O:21])[NH:19][N:18]=[CH:17][C:6]3=[C:7]([C:11]4[CH:16]=[CH:15][CH:14]=[CH:13][CH:12]=4)[NH:8][C:9]([CH:10]=1)=[C:5]23.[C:22]([O:26][C:27]([N:29]1[CH2:34][CH2:33][CH2:32][CH2:31][C@H:30]1[C:35](O)=[O:36])=[O:28])([CH3:25])([CH3:24])[CH3:23].C(N(CC)CC)C. Product: [C:22]([O:26][C:27]([N:29]1[CH2:34][CH2:33][CH2:32][CH2:31][C@H:30]1[C:35](=[O:36])[NH:1][C:2]1[CH:3]=[C:4]2[C:20](=[O:21])[NH:19][N:18]=[CH:17][C:6]3=[C:7]([C:11]4[CH:12]=[CH:13][CH:14]=[CH:15][CH:16]=4)[NH:8][C:9]([CH:10]=1)=[C:5]23)=[O:28])([CH3:25])([CH3:24])[CH3:23]. The catalyst class is: 9. (9) Reactant: NC(N)=O.C(=O)([O-])N.C12OC(CC1)CN(C1C=C(CS(C)(=O)=O)N=C(C3C=CC(N)=CC=3)N=1)C2.[CH:35]12[O:42][CH:39]([CH2:40][CH2:41]1)[CH2:38][N:37]([C:43]1[CH:48]=[C:47]([CH2:49][S:50]([CH3:53])(=[O:52])=[O:51])[N:46]=[C:45]([C:54]3[CH:59]=[CH:58][C:57]([NH:60][C:61](=[O:82])[NH:62][C:63]4[CH:68]=[CH:67][C:66]([N:69]5[CH2:74][CH2:73][N:72](C(OC(C)(C)C)=O)[CH2:71][CH2:70]5)=[CH:65][CH:64]=4)=[CH:56][CH:55]=3)[N:44]=1)[CH2:36]2.FC(F)(F)C(O)=O. Product: [CH:39]12[O:42][CH:35]([CH2:41][CH2:40]1)[CH2:36][N:37]([C:43]1[CH:48]=[C:47]([CH2:49][S:50]([CH3:53])(=[O:51])=[O:52])[N:46]=[C:45]([C:54]3[CH:59]=[CH:58][C:57]([NH:60][C:61]([NH:62][C:63]4[CH:68]=[CH:67][C:66]([N:69]5[CH2:70][CH2:71][NH:72][CH2:73][CH2:74]5)=[CH:65][CH:64]=4)=[O:82])=[CH:56][CH:55]=3)[N:44]=1)[CH2:38]2. The catalyst class is: 4. (10) Reactant: [H-].[Na+].FC(F)(F)C(O)=O.FC(F)(F)C(O)=O.[OH:17][C:18]1[CH:19]=[CH:20][C:21]2[C:22]3[N:23]([CH2:39][CH2:40][N:41]=3)[C:24]([NH:30][C:31]([C:33]3[CH:34]=[N:35][CH:36]=[N:37][CH:38]=3)=[O:32])=[N:25][C:26]=2[C:27]=1[O:28][CH3:29].Cl.Cl[CH2:44][CH2:45][N:46]([CH3:48])[CH3:47]. Product: [CH3:47][N:46]([CH3:48])[CH2:45][CH2:44][O:17][C:18]1[CH:19]=[CH:20][C:21]2[C:22]3[N:23]([CH2:39][CH2:40][N:41]=3)[C:24]([NH:30][C:31]([C:33]3[CH:34]=[N:35][CH:36]=[N:37][CH:38]=3)=[O:32])=[N:25][C:26]=2[C:27]=1[O:28][CH3:29]. The catalyst class is: 3.